From a dataset of Full USPTO retrosynthesis dataset with 1.9M reactions from patents (1976-2016). Predict the reactants needed to synthesize the given product. (1) Given the product [OH:35][C@H:34]([CH3:36])[C@@H:33]([NH:32][C:28]([C:26]1[NH:27][C:23]([C:8]2[CH:9]=[C:10]([O:12][C:13]3[CH:14]=[N:15][C:16]([S:19]([CH3:22])(=[O:20])=[O:21])=[CH:17][CH:18]=3)[CH:11]=[C:6]([O:5][C@@H:4]([CH3:31])[CH2:3][O:2][CH3:1])[CH:7]=2)=[CH:24][CH:25]=1)=[O:30])[CH2:37][OH:38], predict the reactants needed to synthesize it. The reactants are: [CH3:1][O:2][CH2:3][C@H:4]([CH3:31])[O:5][C:6]1[CH:7]=[C:8]([C:23]2[NH:27][C:26]([C:28]([OH:30])=O)=[CH:25][CH:24]=2)[CH:9]=[C:10]([O:12][C:13]2[CH:14]=[N:15][C:16]([S:19]([CH3:22])(=[O:21])=[O:20])=[CH:17][CH:18]=2)[CH:11]=1.[NH2:32][C@@H:33]([CH2:37][OH:38])[C@@H:34]([CH3:36])[OH:35].C1C=CC2N(O)N=NC=2C=1.O.CN1CCOCC1.CCN=C=NCCCN(C)C.Cl. (2) Given the product [CH2:1]([O:8][C:9]([NH:11][C:12]([CH3:20])([CH3:19])[CH2:13][S:14]([NH2:28])(=[O:16])=[O:15])=[O:10])[C:2]1[CH:7]=[CH:6][CH:5]=[CH:4][CH:3]=1, predict the reactants needed to synthesize it. The reactants are: [CH2:1]([O:8][C:9]([NH:11][C:12]([CH3:20])([CH3:19])[CH2:13][S:14]([O:16]CC)=[O:15])=[O:10])[C:2]1[CH:7]=[CH:6][CH:5]=[CH:4][CH:3]=1.[OH-].[Na+].C([O-])(=O)C.[Na+].[NH2:28]OS(O)(=O)=O. (3) Given the product [NH2:1][C:2]1[CH:10]=[CH:9][C:8]([O:11][C:12]([F:15])([F:14])[F:13])=[CH:7][C:3]=1[C:4]([NH:21][CH2:20][C:19]([O:18][CH3:17])=[O:22])=[O:6], predict the reactants needed to synthesize it. The reactants are: [NH2:1][C:2]1[CH:10]=[CH:9][C:8]([O:11][C:12]([F:15])([F:14])[F:13])=[CH:7][C:3]=1[C:4]([OH:6])=O.Cl.[CH3:17][O:18][C:19](=[O:22])[CH2:20][NH2:21].O.ON1C2C=CC=CC=2N=N1.Cl.C(N=C=NCCCN(C)C)C. (4) Given the product [NH2:7][C@H:8]([CH2:25][C:26]1[CH:27]=[N:28][CH:29]=[CH:30][CH:31]=1)[C:9]([N:11]1[CH2:12][CH2:13][N:14]([C:17]2[CH:22]=[CH:21][CH:20]=[CH:19][C:18]=2[O:23][CH3:24])[CH2:15][CH2:16]1)=[O:10], predict the reactants needed to synthesize it. The reactants are: C(OC(=O)[NH:7][C@H:8]([CH2:25][C:26]1[CH:27]=[N:28][CH:29]=[CH:30][CH:31]=1)[C:9]([N:11]1[CH2:16][CH2:15][N:14]([C:17]2[CH:22]=[CH:21][CH:20]=[CH:19][C:18]=2[O:23][CH3:24])[CH2:13][CH2:12]1)=[O:10])(C)(C)C.Cl.